Dataset: Full USPTO retrosynthesis dataset with 1.9M reactions from patents (1976-2016). Task: Predict the reactants needed to synthesize the given product. (1) Given the product [C:1]([O:5][C:6](=[O:27])[NH:7][C:8]1[CH2:9][O:10][CH2:11][CH2:12][C:13]([C:19]2[CH:24]=[C:23]([NH:25][C:36]([C:33]3[CH:32]=[CH:31][C:30]([C:28]#[N:29])=[CH:35][N:34]=3)=[O:37])[CH:22]=[CH:21][C:20]=2[F:26])([C:15]([F:16])([F:18])[F:17])[N:14]=1)([CH3:4])([CH3:2])[CH3:3], predict the reactants needed to synthesize it. The reactants are: [C:1]([O:5][C:6](=[O:27])[NH:7][C:8]1[CH2:9][O:10][CH2:11][CH2:12][C:13]([C:19]2[CH:24]=[C:23]([NH2:25])[CH:22]=[CH:21][C:20]=2[F:26])([C:15]([F:18])([F:17])[F:16])[N:14]=1)([CH3:4])([CH3:3])[CH3:2].[C:28]([C:30]1[CH:31]=[CH:32][C:33]([C:36](O)=[O:37])=[N:34][CH:35]=1)#[N:29].C1C=NC2N(O)N=NC=2C=1.C(Cl)CCl.CCN(C(C)C)C(C)C. (2) Given the product [CH3:17][N:18]([CH3:19])[CH2:13][CH2:14][C:7]1[C:6]2[C:10](=[CH:11][CH:12]=[C:4]([N+:1]([O-:3])=[O:2])[CH:5]=2)[NH:9][CH:8]=1, predict the reactants needed to synthesize it. The reactants are: [N+:1]([C:4]1[CH:5]=[C:6]2[C:10](=[CH:11][CH:12]=1)[NH:9][CH:8]=[CH:7]2)([O-:3])=[O:2].[C:13](O)(=O)[CH3:14].[CH3:17][N+:18](C)=[CH2:19].[I-]. (3) Given the product [CH2:1]([C:3]1[CH:8]=[CH:7][C:6]([O:9][CH3:10])=[CH:5][CH:4]=1)[CH3:2], predict the reactants needed to synthesize it. The reactants are: [C:1]([C:3]1[CH:8]=[CH:7][C:6]([O:9][CH3:10])=[CH:5][CH:4]=1)#[CH:2].O. (4) Given the product [N:8]1[CH:13]=[CH:12][CH:11]=[CH:10][C:9]=1[N:14]1[CH2:19][C@@H:18]2[CH2:20][C@H:15]1[CH2:16][N:17]2[C:31]([C:30]1[CH:34]=[CH:35][CH:36]=[C:28]([C:25]2[N:24]=[C:23]([C:22]([F:37])([F:21])[F:38])[O:27][N:26]=2)[CH:29]=1)=[O:32], predict the reactants needed to synthesize it. The reactants are: OC(C(F)(F)F)=O.[N:8]1[CH:13]=[CH:12][CH:11]=[CH:10][C:9]=1[N:14]1[CH2:19][C@@H:18]2[CH2:20][C@H:15]1[CH2:16][NH:17]2.[F:21][C:22]([F:38])([F:37])[C:23]1[O:27][N:26]=[C:25]([C:28]2[CH:29]=[C:30]([CH:34]=[CH:35][CH:36]=2)[C:31](O)=[O:32])[N:24]=1. (5) Given the product [CH3:25][C:19]1([CH3:26])[NH:8][C:1]2[C:2](=[CH:3][CH:4]=[CH:5][CH:6]=2)[NH:7][C:20]1=[O:21], predict the reactants needed to synthesize it. The reactants are: [C:1]1([NH2:8])[CH:6]=[CH:5][CH:4]=[CH:3][C:2]=1[NH2:7].C(N(CC)C(C)C)(C)C.Br[C:19]([CH3:26])([CH3:25])[C:20](OCC)=[O:21].O.